Dataset: Full USPTO retrosynthesis dataset with 1.9M reactions from patents (1976-2016). Task: Predict the reactants needed to synthesize the given product. (1) Given the product [CH3:17][C:12]1([CH3:18])[C:13]([CH3:16])([CH3:15])[O:14][B:10]([C:2]2[NH:1][C:9]3[C:4]([CH:3]=2)=[CH:5][CH:6]=[CH:7][CH:8]=3)[O:11]1, predict the reactants needed to synthesize it. The reactants are: [NH:1]1[C:9]2[C:4](=[CH:5][CH:6]=[CH:7][CH:8]=2)[CH:3]=[CH:2]1.[B:10]1([B:10]2[O:14][C:13]([CH3:16])([CH3:15])[C:12]([CH3:18])([CH3:17])[O:11]2)[O:14][C:13]([CH3:16])([CH3:15])[C:12]([CH3:18])([CH3:17])[O:11]1. (2) Given the product [Br:20][C:5]1[C:6]([NH:9][C@@H:10]2[C@@H:15]3[CH2:16][C@@H:12]([CH:13]=[CH:14]3)[C@@H:11]2[C:17]([NH2:19])=[O:18])=[C:7]2[N:8]=[C:24]([C:23]3[CH:26]=[CH:27][CH:28]=[CH:29][C:22]=3[Cl:21])[NH:1][C:2]2=[N:3][CH:4]=1, predict the reactants needed to synthesize it. The reactants are: [NH2:1][C:2]1[C:7]([NH2:8])=[C:6]([NH:9][C@@H:10]2[C@@H:15]3[CH2:16][C@@H:12]([CH:13]=[CH:14]3)[C@@H:11]2[C:17]([NH2:19])=[O:18])[C:5]([Br:20])=[CH:4][N:3]=1.[Cl:21][C:22]1[CH:29]=[CH:28][CH:27]=[CH:26][C:23]=1[CH:24]=O.C([O-])(=O)C.[NH4+]. (3) Given the product [OH:6][CH2:5][C@@H:4]([C@H:5]([C@@H:4]([C@@H:5]([CH2:4][OH:3])[OH:6])[OH:3])[OH:6])[OH:3], predict the reactants needed to synthesize it. The reactants are: CC[O:3][CH2:4][CH3:5].[OH2:6]. (4) Given the product [CH2:1]([N:8]1[CH2:13][CH2:12][CH2:11][C@H:10]([NH:14][C:16]2[CH:17]=[C:18]([NH:34][C:35]3[CH:40]=[CH:39][CH:38]=[CH:37][N:36]=3)[C:19]3[N:20]([C:22]([C:25]([NH:27][C:28]4[CH:29]=[CH:30][N:31]=[CH:32][CH:33]=4)=[O:26])=[CH:23][N:24]=3)[N:21]=2)[CH2:9]1)[C:2]1[CH:3]=[CH:4][CH:5]=[CH:6][CH:7]=1, predict the reactants needed to synthesize it. The reactants are: [CH2:1]([N:8]1[CH2:13][CH2:12][CH2:11][C@H:10]([NH2:14])[CH2:9]1)[C:2]1[CH:7]=[CH:6][CH:5]=[CH:4][CH:3]=1.Cl[C:16]1[CH:17]=[C:18]([NH:34][C:35]2[CH:40]=[CH:39][CH:38]=[CH:37][N:36]=2)[C:19]2[N:20]([C:22]([C:25]([NH:27][C:28]3[CH:33]=[CH:32][N:31]=[CH:30][CH:29]=3)=[O:26])=[CH:23][N:24]=2)[N:21]=1. (5) Given the product [CH3:1]/[CH:2]=[C:3]1/[C@H:4]2[CH:11]=[C:10]([CH3:12])[CH2:9][C@:8]/1([NH2:13])[C:7]1[CH:14]=[CH:15][C:16]([NH:18][C:6]=1[CH2:5]2)=[O:17], predict the reactants needed to synthesize it. The reactants are: [CH3:1]/[CH:2]=[C:3]1/[C@H:4]2[CH:11]=[C:10]([CH3:12])[CH2:9][C@:8]/1([NH2:13])[C:7]1[CH:14]=[CH:15][C:16]([NH:18][C:6]=1[CH2:5]2)=[O:17].C1C=CC(C(O[C@H](C(O)=O)[C@H](OC(C2C=CC=CC=2)=O)C(O)=O)=O)=CC=1.[OH-].[Na+]. (6) Given the product [CH3:1][CH:2]([CH2:7][CH2:8][N:9]1[C:17]2[CH2:16][CH2:15][CH2:14][CH2:13][C:12]=2[C:11]([C:18]([F:20])([F:19])[F:21])=[N:10]1)[C:3]([OH:5])=[O:4], predict the reactants needed to synthesize it. The reactants are: [CH3:1][CH:2]([CH2:7][CH2:8][N:9]1[C:17]2[CH2:16][CH2:15][CH2:14][CH2:13][C:12]=2[C:11]([C:18]([F:21])([F:20])[F:19])=[N:10]1)[C:3]([O:5]C)=[O:4].[OH-].[Na+]. (7) Given the product [CH3:1][O:2][C:3]1[CH:4]=[CH:5][C:6]2[C:21](=[O:23])[N:12]3[CH2:13][C@H:14]([C:17]([O:19][CH3:20])=[O:18])[CH2:15][CH2:16][C@@H:11]3[CH2:10][CH2:9][C:7]=2[N:8]=1, predict the reactants needed to synthesize it. The reactants are: [CH3:1][O:2][C:3]1[N:8]=[C:7]([CH2:9][CH2:10][C@H:11]2[CH2:16][CH2:15][C@H:14]([C:17]([O:19][CH3:20])=[O:18])[CH2:13][NH:12]2)[C:6]([C:21]([O:23]C)=O)=[CH:5][CH:4]=1.C[Al](C)C.C1(C)C=CC=CC=1.